Task: Predict which catalyst facilitates the given reaction.. Dataset: Catalyst prediction with 721,799 reactions and 888 catalyst types from USPTO (1) Reactant: C([O:3][C:4](=[O:33])[C:5]1[CH:10]=[CH:9][N:8]=[C:7]([N:11]2[C:15]([CH3:16])=[CH:14][CH:13]=[C:12]2[C:17]2[CH:22]=[C:21]([Cl:23])[CH:20]=[CH:19][C:18]=2[O:24][CH2:25][C:26]2[CH:31]=[CH:30][C:29]([F:32])=[CH:28][CH:27]=2)[CH:6]=1)C.C(O)C. Product: [Cl:23][C:21]1[CH:20]=[CH:19][C:18]([O:24][CH2:25][C:26]2[CH:27]=[CH:28][C:29]([F:32])=[CH:30][CH:31]=2)=[C:17]([C:12]2[N:11]([C:7]3[CH:6]=[C:5]([CH:10]=[CH:9][N:8]=3)[C:4]([OH:33])=[O:3])[C:15]([CH3:16])=[CH:14][CH:13]=2)[CH:22]=1. The catalyst class is: 13. (2) Reactant: [Cl:1][C:2]1[CH:8]=[C:7]([O:9][C:10]2[C:19]3[C:14](=[CH:15][C:16]([O:22][CH3:23])=[C:17]([O:20][CH3:21])[CH:18]=3)[N:13]=[CH:12][CH:11]=2)[CH:6]=[CH:5][C:3]=1[NH2:4].C(N(CC)CC)C.ClC(Cl)(O[C:35](=[O:41])OC(Cl)(Cl)Cl)Cl.[CH2:43]([N:45]([CH2:49][CH3:50])[CH2:46][CH2:47][NH2:48])[CH3:44]. Product: [Cl:1][C:2]1[CH:8]=[C:7]([O:9][C:10]2[C:19]3[C:14](=[CH:15][C:16]([O:22][CH3:23])=[C:17]([O:20][CH3:21])[CH:18]=3)[N:13]=[CH:12][CH:11]=2)[CH:6]=[CH:5][C:3]=1[NH:4][C:35]([NH:48][CH2:47][CH2:46][N:45]([CH2:49][CH3:50])[CH2:43][CH3:44])=[O:41]. The catalyst class is: 146.